The task is: Predict the reaction yield, written as a fraction of the theoretical maximum amount of product (1.0 means a 100% yield; for example, 0.34 means a 34% yield).. This data is from Reaction yield outcomes from USPTO patents with 853,638 reactions. The reactants are [F:1][C:2]1[C:7]([C:8]2[CH2:13][CH2:12][N:11]([C:14](=[O:16])[CH3:15])[CH2:10][CH:9]=2)=[CH:6][CH:5]=[CH:4][N:3]=1. The catalyst is [OH-].[OH-].[Pd+2].C1COCC1. The product is [F:1][C:2]1[C:7]([CH:8]2[CH2:9][CH2:10][N:11]([C:14](=[O:16])[CH3:15])[CH2:12][CH2:13]2)=[CH:6][CH:5]=[CH:4][N:3]=1. The yield is 0.980.